This data is from Full USPTO retrosynthesis dataset with 1.9M reactions from patents (1976-2016). The task is: Predict the reactants needed to synthesize the given product. (1) Given the product [CH3:3][C:2]([C@H:4]1[C@@H:8]2[C@@H:9]3[C@@:22]([CH3:25])([CH2:23][CH2:24][C@@:7]2([C:31]([OH:33])=[O:32])[CH2:6][CH2:5]1)[C@@:21]1([CH3:26])[C@@H:12]([C@:13]2([CH3:30])[C@@H:18]([CH2:19][CH2:20]1)[C:17]([CH3:28])([CH3:27])[C:16](=[O:29])[CH2:15][CH2:14]2)[CH2:11][CH2:10]3)=[CH2:1], predict the reactants needed to synthesize it. The reactants are: [CH3:1][C:2]([C@H:4]1[C@@H:8]2[C@@H:9]3[C@@:22]([CH3:25])([CH2:23][CH2:24][C@@:7]2([CH2:31][OH:32])[CH2:6][CH2:5]1)[C@@:21]1([CH3:26])[C@@H:12]([C@:13]2([CH3:30])[C@@H:18]([CH2:19][CH2:20]1)[C:17]([CH3:28])([CH3:27])[C@@H:16]([OH:29])[CH2:15][CH2:14]2)[CH2:11][CH2:10]3)=[CH2:3].[O-:33][Si]([O-])=O.[Mg+2].C([O-])(=O)C.[Na+].[Cr](Cl)([O-])(=O)=O.[NH+]1C=CC=CC=1. (2) Given the product [Cl:48][C:49]1[C:54]([Cl:55])=[CH:53][CH:52]=[CH:51][C:50]=1[NH:56][C:57](=[O:58])[NH:24][C:25]1[N:29]([C:30]2[CH:31]=[C:32]([CH:36]([CH3:42])[C:37]([OH:39])=[O:38])[CH:33]=[CH:34][CH:35]=2)[N:28]=[C:27]([C:43]2[CH:47]=[CH:46][S:45][CH:44]=2)[CH:26]=1, predict the reactants needed to synthesize it. The reactants are: NC1N(C2C=C(CC(OCC)=O)C=CC=2)N=C(C2C=CSC=2)C=1.[NH2:24][C:25]1[N:29]([C:30]2[CH:31]=[C:32]([CH:36]([CH3:42])[C:37]([O:39]CC)=[O:38])[CH:33]=[CH:34][CH:35]=2)[N:28]=[C:27]([C:43]2[CH:47]=[CH:46][S:45][CH:44]=2)[CH:26]=1.[Cl:48][C:49]1[C:54]([Cl:55])=[CH:53][CH:52]=[CH:51][C:50]=1[N:56]=[C:57]=[O:58]. (3) Given the product [NH2:16][C:13]1[CH:12]=[CH:11][C:10]([S:7]([C:6]2[C:2]([CH3:1])=[N:3][N:4]([CH2:20][C@@H:21]([NH:23][C:24](=[O:30])[O:25][C:26]([CH3:28])([CH3:27])[CH3:29])[CH3:22])[C:5]=2[CH3:19])(=[O:9])=[O:8])=[CH:15][CH:14]=1, predict the reactants needed to synthesize it. The reactants are: [CH3:1][C:2]1[C:6]([S:7]([C:10]2[CH:15]=[CH:14][C:13]([N+:16]([O-])=O)=[CH:12][CH:11]=2)(=[O:9])=[O:8])=[C:5]([CH3:19])[N:4]([CH2:20][C@@H:21]([NH:23][C:24](=[O:30])[O:25][C:26]([CH3:29])([CH3:28])[CH3:27])[CH3:22])[N:3]=1.[H][H].